Dataset: Full USPTO retrosynthesis dataset with 1.9M reactions from patents (1976-2016). Task: Predict the reactants needed to synthesize the given product. (1) The reactants are: [Br:1][C:2]1[C:11]2[C:6](=[CH:7][CH:8]=[CH:9][CH:10]=2)[C:5](C2C=CC=CC=2C=O)=[CH:4][CH:3]=1.[Cl-].COC[P+]([C:37]1[CH:42]=[CH:41][CH:40]=[CH:39][CH:38]=1)([C:37]1[CH:42]=[CH:41][CH:40]=[CH:39][CH:38]=1)[C:37]1[CH:42]=[CH:41][CH:40]=[CH:39][CH:38]=1.[O:43]1[CH2:47]C[CH2:45][CH2:44]1.C(O[K])(C)(C)C. Given the product [Br:1][C:2]1[C:11]2[C:6](=[CH:7][CH:8]=[CH:9][CH:10]=2)[C:5]([C:37]2[CH:38]=[CH:39][CH:40]=[CH:41][C:42]=2[CH:45]=[CH:44][O:43][CH3:47])=[CH:4][CH:3]=1, predict the reactants needed to synthesize it. (2) Given the product [F:1][C:2]1[CH:3]=[C:4]([N+:12]([O-:14])=[O:13])[C:5]([CH3:11])=[C:6]([CH2:7][OH:8])[CH:10]=1, predict the reactants needed to synthesize it. The reactants are: [F:1][C:2]1[CH:3]=[C:4]([N+:12]([O-:14])=[O:13])[C:5]([CH3:11])=[C:6]([CH:10]=1)[C:7](O)=[O:8].B.C1COCC1. (3) Given the product [O:19]1[C:23]2[CH:24]=[CH:25][CH:26]=[CH:27][C:22]=2[CH:21]=[C:20]1[C:28]1[N:32]2[N:33]=[C:34]([O:8][CH:7]([C:9]3[CH:14]=[CH:13][CH:12]=[CH:11][CH:10]=3)[CH2:6][NH:5][CH2:4][C:3]([CH3:16])([CH3:15])[CH3:2])[CH:35]=[CH:36][C:31]2=[N:30][CH:29]=1, predict the reactants needed to synthesize it. The reactants are: Cl.[CH3:2][C:3]([CH3:16])([CH3:15])[CH2:4][NH:5][CH2:6][CH:7]([C:9]1[CH:14]=[CH:13][CH:12]=[CH:11][CH:10]=1)[OH:8].[H-].[Na+].[O:19]1[C:23]2[CH:24]=[CH:25][CH:26]=[CH:27][C:22]=2[CH:21]=[C:20]1[C:28]1[N:32]2[N:33]=[C:34](Cl)[CH:35]=[CH:36][C:31]2=[N:30][CH:29]=1.